From a dataset of Catalyst prediction with 721,799 reactions and 888 catalyst types from USPTO. Predict which catalyst facilitates the given reaction. (1) Reactant: Cl.[CH3:2][NH:3][O:4][CH3:5].C[Al](C)C.[F:10][C:11]1[CH:22]=[CH:21][C:14]([CH:15]([OH:20])[C:16](OC)=[O:17])=[CH:13][CH:12]=1. Product: [CH3:2][N:3]([O:4][CH3:5])[C:16](=[O:17])[CH:15]([OH:20])[C:14]1[CH:13]=[CH:12][C:11]([F:10])=[CH:22][CH:21]=1. The catalyst class is: 11. (2) Reactant: Br[C:2]1[C:10]2[C:6](=[C:7]([CH3:12])[N:8]([CH3:11])[N:9]=2)[CH:5]=[CH:4][CH:3]=1.[CH3:13][C:14]1[CH:19]=[C:18]([CH3:20])[CH:17]=[C:16]([CH3:21])[C:15]=1B(O)O.P([O-])([O-])([O-])=O.[K+].[K+].[K+].C1(P(C2CCCCC2)C2C=CC=CC=2C2C=CC=CC=2N(C)C)CCCCC1. Product: [CH3:11][N:8]1[C:7]([CH3:12])=[C:6]2[C:10]([C:2]([C:15]3[C:16]([CH3:21])=[CH:17][C:18]([CH3:20])=[CH:19][C:14]=3[CH3:13])=[CH:3][CH:4]=[CH:5]2)=[N:9]1. The catalyst class is: 167.